Task: Predict which catalyst facilitates the given reaction.. Dataset: Catalyst prediction with 721,799 reactions and 888 catalyst types from USPTO (1) Product: [CH2:27]([O:1][C:2]1[CH:9]=[CH:8][C:5]([CH:6]=[O:7])=[CH:4][CH:3]=1)[CH2:26][CH2:25][CH2:24][CH2:23][CH2:22][CH2:21][CH2:20][CH2:19][CH2:18][CH2:17][CH3:16]. Reactant: [OH:1][C:2]1[CH:9]=[CH:8][C:5]([CH:6]=[O:7])=[CH:4][CH:3]=1.C(=O)([O-])[O-].[K+].[K+].[CH2:16](Br)[CH2:17][CH2:18][CH2:19][CH2:20][CH2:21][CH2:22][CH2:23][CH2:24][CH2:25][CH2:26][CH3:27].C1OCCOCCOCCOCCOCCOC1. The catalyst class is: 21. (2) Reactant: [NH2:1][C:2]1[N:3]=[CH:4][C:5]2[S:10][C:9](=[O:11])[N:8]([C@@H:12]3[O:18][C@H:17]([CH2:19][OH:20])[C@@H:15]([OH:16])[C@H:13]3[OH:14])[C:6]=2[N:7]=1.N1C=CN=C1.[Si:26](Cl)([C:29]([CH3:32])([CH3:31])[CH3:30])([CH3:28])[CH3:27]. Product: [NH2:1][C:2]1[N:3]=[CH:4][C:5]2[S:10][C:9](=[O:11])[N:8]([C@@H:12]3[O:18][C@H:17]([CH2:19][O:20][Si:26]([C:29]([CH3:32])([CH3:31])[CH3:30])([CH3:28])[CH3:27])[C@@H:15]([OH:16])[C@H:13]3[OH:14])[C:6]=2[N:7]=1. The catalyst class is: 3. (3) Reactant: [NH2:1][CH2:2][C:3]1[C:4]([NH:16][C:17]2[CH:22]=[CH:21][C:20]([Cl:23])=[CH:19][CH:18]=2)=[N:5][C:6]([N:9]2[C:13]([CH3:14])=[CH:12][C:11]([CH3:15])=[N:10]2)=[CH:7][N:8]=1.C(N(CC)CC)C.[C:31](OC(=O)C)(=[O:33])[CH3:32].C(=O)([O-])O.[Na+]. Product: [Cl:23][C:20]1[CH:19]=[CH:18][C:17]([NH:16][C:4]2[C:3]([CH2:2][NH:1][C:31](=[O:33])[CH3:32])=[N:8][CH:7]=[C:6]([N:9]3[C:13]([CH3:14])=[CH:12][C:11]([CH3:15])=[N:10]3)[N:5]=2)=[CH:22][CH:21]=1. The catalyst class is: 4. (4) Reactant: CN(C(N[C@H](C(O)=O)C(C)C)=O)CC1N=[C:6](C(C)C)[S:7]C=1.C1CCC(N=C=NC2CCCCC2)CC1.C1C=CC2N(O)N=NC=2C=1.C([O:51][C:52](=[O:62])[C@H:53]([CH2:55][C:56]1C=CC=CC=1)[NH2:54])(C)(C)C.CCN(C(C)C)C(C)C.C(O)(C(F)(F)F)=O. Product: [NH2:54][C@H:53]([C:52]([OH:51])=[O:62])[CH2:55][CH2:56][S:7][CH3:6]. The catalyst class is: 59.